Dataset: Reaction yield outcomes from USPTO patents with 853,638 reactions. Task: Predict the reaction yield, written as a fraction of the theoretical maximum amount of product (1.0 means a 100% yield; for example, 0.34 means a 34% yield). (1) The reactants are C([O:8][C:9]1[CH:14]=[C:13]([F:15])[C:12]([N+:16]([O-])=O)=[CH:11][C:10]=1[F:19])C1C=CC=CC=1. The catalyst is CO.[Pd]. The product is [NH2:16][C:12]1[C:13]([F:15])=[CH:14][C:9]([OH:8])=[C:10]([F:19])[CH:11]=1. The yield is 0.990. (2) The reactants are C[O:2][C:3](=[O:35])[CH:4]([O:32][CH2:33][CH3:34])[CH2:5][C:6]1[CH:11]=[CH:10][C:9]([CH2:12][CH2:13][N:14]([CH2:25][CH2:26][CH2:27][CH2:28][CH2:29][CH2:30][CH3:31])[C:15]([NH:17][C:18]2[CH:23]=[CH:22][C:21]([CH3:24])=[CH:20][CH:19]=2)=[O:16])=[CH:8][CH:7]=1.[Li+].[OH-]. The catalyst is O1CCCC1. The product is [CH2:33]([O:32][CH:4]([CH2:5][C:6]1[CH:11]=[CH:10][C:9]([CH2:12][CH2:13][N:14]([CH2:25][CH2:26][CH2:27][CH2:28][CH2:29][CH2:30][CH3:31])[C:15]([NH:17][C:18]2[CH:23]=[CH:22][C:21]([CH3:24])=[CH:20][CH:19]=2)=[O:16])=[CH:8][CH:7]=1)[C:3]([OH:35])=[O:2])[CH3:34]. The yield is 0.820.